From a dataset of Full USPTO retrosynthesis dataset with 1.9M reactions from patents (1976-2016). Predict the reactants needed to synthesize the given product. Given the product [C:1]([C:5]1[N:10]=[CH:9][C:8]([C:11]2[N:12]([C:32]([N:34]3[CH2:35][CH2:36][CH:37]([CH2:40][C:41]([NH:52][CH2:51][CH2:50][C:49]4[CH:53]=[CH:54][CH:55]=[CH:56][C:48]=4[CH3:47])=[O:43])[CH2:38][CH2:39]3)=[O:33])[C@@:13]([C:25]3[CH:26]=[CH:27][C:28]([Cl:31])=[CH:29][CH:30]=3)([CH3:24])[C@@:14]([C:17]3[CH:18]=[CH:19][C:20]([Cl:23])=[CH:21][CH:22]=3)([CH3:16])[N:15]=2)=[C:7]([O:44][CH2:45][CH3:46])[CH:6]=1)([CH3:3])([CH3:4])[CH3:2], predict the reactants needed to synthesize it. The reactants are: [C:1]([C:5]1[N:10]=[CH:9][C:8]([C:11]2[N:12]([C:32]([N:34]3[CH2:39][CH2:38][CH:37]([CH2:40][C:41]([OH:43])=O)[CH2:36][CH2:35]3)=[O:33])[C@@:13]([C:25]3[CH:30]=[CH:29][C:28]([Cl:31])=[CH:27][CH:26]=3)([CH3:24])[C@@:14]([C:17]3[CH:22]=[CH:21][C:20]([Cl:23])=[CH:19][CH:18]=3)([CH3:16])[N:15]=2)=[C:7]([O:44][CH2:45][CH3:46])[CH:6]=1)([CH3:4])([CH3:3])[CH3:2].[CH3:47][C:48]1[CH:56]=[CH:55][CH:54]=[CH:53][C:49]=1[CH2:50][CH2:51][NH2:52].